This data is from Reaction yield outcomes from USPTO patents with 853,638 reactions. The task is: Predict the reaction yield, written as a fraction of the theoretical maximum amount of product (1.0 means a 100% yield; for example, 0.34 means a 34% yield). (1) The reactants are [Br:1][C:2]1[CH:10]=[C:9]([F:11])[CH:8]=[C:7]2[C:3]=1[CH:4]=[N:5][NH:6]2.[H-].[Na+].I[CH3:15].O. The catalyst is CN(C=O)C. The product is [Br:1][C:2]1[CH:10]=[C:9]([F:11])[CH:8]=[C:7]2[C:3]=1[CH:4]=[N:5][N:6]2[CH3:15].[Br:1][C:2]1[C:3]2[C:7]([CH:8]=[C:9]([F:11])[CH:10]=1)=[N:6][N:5]([CH3:15])[CH:4]=2. The yield is 0.580. (2) The reactants are C[Al](C)C.[CH3:5][C:6]1[N:7]=[CH:8][C:9]([NH2:12])=[N:10][CH:11]=1.[C:13]([Si:17]([CH3:31])([CH3:30])[O:18][CH:19]1[CH2:22][N:21]([CH2:23][C@H:24]([OH:29])[C:25](OC)=[O:26])[CH2:20]1)([CH3:16])([CH3:15])[CH3:14].[C@H](O)(C([O-])=O)[C@@H](O)C([O-])=O.[Na+].[K+]. The catalyst is C1(C)C=CC=CC=1.O.C(OCC)(=O)C. The product is [Si:17]([O:18][CH:19]1[CH2:22][N:21]([CH2:23][C@H:24]([OH:29])[C:25]([NH:12][C:9]2[CH:8]=[N:7][C:6]([CH3:5])=[CH:11][N:10]=2)=[O:26])[CH2:20]1)([C:13]([CH3:16])([CH3:15])[CH3:14])([CH3:31])[CH3:30]. The yield is 0.592. (3) The reactants are [F:1][CH:2]([F:13])[C:3]1[N:8]=[C:7]([C:9]([O:11]C)=[O:10])[CH:6]=[CH:5][CH:4]=1.O1CCCC1.O.[OH-].[Li+]. The catalyst is O. The product is [F:13][CH:2]([F:1])[C:3]1[N:8]=[C:7]([C:9]([OH:11])=[O:10])[CH:6]=[CH:5][CH:4]=1. The yield is 0.650. (4) The reactants are [CH3:1][N:2]1[CH:6]=[CH:5][N:4]=[CH:3]1.C(N(CC)CC)C.Cl[C:15]([O:17][CH2:18][CH3:19])=[O:16]. The catalyst is C(#N)C. The product is [CH3:1][N:2]1[CH:6]=[CH:5][N:4]=[C:3]1[C:15]([O:17][CH2:18][CH3:19])=[O:16]. The yield is 0.620. (5) The reactants are [OH:1][C:2]1[CH:7]=[CH:6][C:5]([N:8]([CH2:30][C:31]2[CH:35]=[CH:34][S:33][CH:32]=2)[CH:9]2[CH2:14][CH2:13][N:12]([C@H:15]([CH3:29])[CH2:16][CH2:17][NH:18][C:19]([C:21]3[C:22]([CH3:28])=[N:23][CH:24]=[N:25][C:26]=3[CH3:27])=[O:20])[CH2:11][CH2:10]2)=[CH:4][CH:3]=1.Br[CH2:37][C:38]([O:40][CH3:41])=[O:39].C([O-])([O-])=O.[K+].[K+]. The catalyst is CN(C=O)C. The product is [CH3:41][O:40][C:38](=[O:39])[CH2:37][O:1][C:2]1[CH:3]=[CH:4][C:5]([N:8]([CH:9]2[CH2:10][CH2:11][N:12]([C@H:15]([CH3:29])[CH2:16][CH2:17][NH:18][C:19]([C:21]3[C:26]([CH3:27])=[N:25][CH:24]=[N:23][C:22]=3[CH3:28])=[O:20])[CH2:13][CH2:14]2)[CH2:30][C:31]2[CH:35]=[CH:34][S:33][CH:32]=2)=[CH:6][CH:7]=1. The yield is 0.420. (6) The reactants are Cl.[Br:2][C:3]1[CH:4]=[C:5]2[C:10](=[CH:11][CH:12]=1)[CH2:9][C@@H:8]([NH2:13])[CH2:7][CH2:6]2.C(N(CC)CC)C.[C:21]([O:25][C:26](O[C:26]([O:25][C:21]([CH3:24])([CH3:23])[CH3:22])=[O:27])=[O:27])([CH3:24])([CH3:23])[CH3:22]. The catalyst is ClCCl. The product is [C:21]([O:25][C:26](=[O:27])[NH:13][C@H:8]1[CH2:7][CH2:6][C:5]2[C:10](=[CH:11][CH:12]=[C:3]([Br:2])[CH:4]=2)[CH2:9]1)([CH3:24])([CH3:23])[CH3:22]. The yield is 0.990. (7) The reactants are [CH3:1][NH:2][C:3]1[CH:4]=[CH:5][C:6]2[NH:7][C:8]3[C:13]([S:14][C:15]=2[CH:16]=1)=[CH:12][C:11]([NH:17][CH3:18])=[CH:10][CH:9]=3.[C:19](OC(=O)C)(=[O:21])[CH3:20]. The catalyst is N1C=CC=CC=1. The product is [CH3:1][NH:2][C:3]1[CH:4]=[CH:5][C:6]2[N:7]([C:19](=[O:21])[CH3:20])[C:8]3[C:13]([S:14][C:15]=2[CH:16]=1)=[CH:12][C:11]([NH:17][CH3:18])=[CH:10][CH:9]=3. The yield is 0.490. (8) The reactants are [CH2:1]([O:3][C:4]([C:6]1[C:7]([CH3:25])=[C:8]([C:18]([O:20][C:21]([CH3:24])([CH3:23])[CH3:22])=[O:19])[NH:9][C:10]=1[CH:11]=[CH:12][C:13]([O:15][CH2:16][CH3:17])=[O:14])=[O:5])[CH3:2]. The catalyst is C(O)C.[Pd]. The product is [CH2:1]([O:3][C:4]([C:6]1[C:7]([CH3:25])=[C:8]([C:18]([O:20][C:21]([CH3:22])([CH3:24])[CH3:23])=[O:19])[NH:9][C:10]=1[CH2:11][CH2:12][C:13]([O:15][CH2:16][CH3:17])=[O:14])=[O:5])[CH3:2]. The yield is 0.950. (9) The reactants are C(OC([N:8]1[CH2:13][CH2:12][CH:11]([NH:14][CH:15]2[CH2:20][CH2:19][N:18]([C:21](=[O:52])[CH:22]([N:29]3[C:33]4[CH:34]=[C:35]([C:38]#[N:39])[CH:36]=[CH:37][C:32]=4[N:31]([S:40]([C:43]4[CH:48]=[CH:47][C:46]([O:49][CH3:50])=[CH:45][CH:44]=4)(=[O:42])=[O:41])[C:30]3=[O:51])[C:23]3[CH:28]=[CH:27][CH:26]=[CH:25][CH:24]=3)[CH2:17][CH2:16]2)[CH2:10][CH2:9]1)=O)(C)(C)C.[F:53][C:54]([F:59])([F:58])[C:55]([OH:57])=[O:56]. The catalyst is C(Cl)Cl. The product is [F:53][C:54]([F:59])([F:58])[C:55]([OH:57])=[O:56].[CH3:50][O:49][C:46]1[CH:45]=[CH:44][C:43]([S:40]([N:31]2[C:32]3[CH:37]=[CH:36][C:35]([C:38]#[N:39])=[CH:34][C:33]=3[N:29]([CH:22]([C:23]3[CH:24]=[CH:25][CH:26]=[CH:27][CH:28]=3)[C:21](=[O:52])[N:18]3[CH2:17][CH2:16][CH:15]([NH:14][CH:11]4[CH2:10][CH2:9][NH:8][CH2:13][CH2:12]4)[CH2:20][CH2:19]3)[C:30]2=[O:51])(=[O:41])=[O:42])=[CH:48][CH:47]=1. The yield is 0.670. (10) The reactants are [CH3:1][C:2]([C:4]1[CH:9]=[CH:8][C:7]([OH:10])=[C:6]([O:11][CH3:12])[CH:5]=1)=[O:3].[CH2:13](Br)[C:14]1[CH:19]=[CH:18][CH:17]=[CH:16][CH:15]=1.C(=O)([O-])[O-].[K+].[K+].O. The catalyst is CN(C=O)C. The product is [CH2:13]([O:10][C:7]1[CH:8]=[CH:9][C:4]([C:2](=[O:3])[CH3:1])=[CH:5][C:6]=1[O:11][CH3:12])[C:14]1[CH:19]=[CH:18][CH:17]=[CH:16][CH:15]=1. The yield is 0.980.